The task is: Predict the product of the given reaction.. This data is from Forward reaction prediction with 1.9M reactions from USPTO patents (1976-2016). (1) Given the reactants [CH3:1][S:2]([C:5]1[CH:6]=[CH:7][C:8]([N:11]2[C:15]([OH:16])=[CH:14][C:13]([C:17]([F:20])([F:19])[F:18])=[N:12]2)=[N:9][CH:10]=1)(=[O:4])=[O:3].C(=O)([O-])[O-].[K+].[K+].[CH:27](I)([CH3:29])[CH3:28].C1C=CC=CC=1, predict the reaction product. The product is: [CH:27]([O:16][C:15]1[N:11]([C:8]2[CH:7]=[CH:6][C:5]([S:2]([CH3:1])(=[O:4])=[O:3])=[CH:10][N:9]=2)[N:12]=[C:13]([C:17]([F:20])([F:18])[F:19])[CH:14]=1)([CH3:29])[CH3:28]. (2) The product is: [CH3:1][O:2][CH2:3][CH2:4][N:5]([CH2:22][C:23]1[CH:35]=[CH:34][C:26]([O:27][CH2:28][C:29]([OH:31])=[O:30])=[C:25]([CH3:36])[CH:24]=1)[C:6]1[CH:7]=[C:8]([C:12]2[CH:13]=[CH:14][C:15]([C:18]([F:21])([F:20])[F:19])=[CH:16][CH:17]=2)[CH:9]=[CH:10][CH:11]=1. Given the reactants [CH3:1][O:2][CH2:3][CH2:4][N:5]([CH2:22][C:23]1[CH:35]=[CH:34][C:26]([O:27][CH2:28][C:29]([O:31]CC)=[O:30])=[C:25]([CH3:36])[CH:24]=1)[C:6]1[CH:7]=[C:8]([C:12]2[CH:17]=[CH:16][C:15]([C:18]([F:21])([F:20])[F:19])=[CH:14][CH:13]=2)[CH:9]=[CH:10][CH:11]=1.[OH-].[Na+], predict the reaction product. (3) Given the reactants [Br:1][C:2]1[CH:3]=[C:4](/[C:9](/[CH3:13])=[CH:10]/[CH2:11][OH:12])[CH:5]=[C:6]([Br:8])[CH:7]=1.[CH2:14]([O:16][C@@H:17]([CH2:23][C:24]1[CH:29]=[CH:28][C:27](O)=[CH:26][CH:25]=1)[C:18]([O:20][CH2:21][CH3:22])=[O:19])[CH3:15], predict the reaction product. The product is: [Br:1][C:2]1[CH:3]=[C:4](/[C:9](/[CH3:13])=[CH:10]/[CH2:11][O:12][C:27]2[CH:26]=[CH:25][C:24]([CH2:23][C@H:17]([O:16][CH2:14][CH3:15])[C:18]([O:20][CH2:21][CH3:22])=[O:19])=[CH:29][CH:28]=2)[CH:5]=[C:6]([Br:8])[CH:7]=1.